This data is from Catalyst prediction with 721,799 reactions and 888 catalyst types from USPTO. The task is: Predict which catalyst facilitates the given reaction. (1) Reactant: Br[C:2]1[CH:11]=[CH:10][CH:9]=[C:8]([F:12])[C:3]=1[C:4]([O:6][CH3:7])=[O:5].[B-](F)(F)(F)[CH:14]=[CH2:15].[K+].C(=O)([O-])[O-].[Na+].[Na+]. Product: [F:12][C:8]1[CH:9]=[CH:10][CH:11]=[C:2]([CH:14]=[CH2:15])[C:3]=1[C:4]([O:6][CH3:7])=[O:5]. The catalyst class is: 117. (2) Reactant: Br[CH2:2][C:3]([C:5]1[CH:10]=[CH:9][C:8]([CH2:11][C@H:12]([NH:16][C:17](=[O:23])[O:18][C:19]([CH3:22])([CH3:21])[CH3:20])[CH2:13][CH2:14][OH:15])=[CH:7][CH:6]=1)=O.[NH2:24][C:25]1[C:30]([CH:31]([OH:33])[CH3:32])=[CH:29][CH:28]=[CH:27][N:26]=1.C(=O)(O)[O-].[Na+]. Product: [OH:15][CH2:14][CH2:13][C@@H:12]([NH:16][C:17](=[O:23])[O:18][C:19]([CH3:22])([CH3:21])[CH3:20])[CH2:11][C:8]1[CH:9]=[CH:10][C:5]([C:3]2[N:24]=[C:25]3[C:30]([CH:31]([OH:33])[CH3:32])=[CH:29][CH:28]=[CH:27][N:26]3[CH:2]=2)=[CH:6][CH:7]=1. The catalyst class is: 32. (3) Reactant: Cl.[NH2:2][CH2:3][C:4]1[CH:5]=[C:6]([CH2:10][N:11]2[C:19]3[C:14](=[C:15]([O:20][CH3:21])[CH:16]=[CH:17][CH:18]=3)[C:13]([NH:22][S:23]([C:26]3[S:27][C:28]([Cl:31])=[CH:29][CH:30]=3)(=[O:25])=[O:24])=[N:12]2)[CH:7]=[CH:8][CH:9]=1.C(N(CC)CC)C.[C:39](OC(=O)C)(=[O:41])[CH3:40].C([O-])(O)=O.[Na+]. Product: [Cl:31][C:28]1[S:27][C:26]([S:23]([NH:22][C:13]2[C:14]3[C:19](=[CH:18][CH:17]=[CH:16][C:15]=3[O:20][CH3:21])[N:11]([CH2:10][C:6]3[CH:5]=[C:4]([CH2:3][NH:2][C:39](=[O:41])[CH3:40])[CH:9]=[CH:8][CH:7]=3)[N:12]=2)(=[O:25])=[O:24])=[CH:30][CH:29]=1. The catalyst class is: 34. (4) Reactant: [CH:1](=[C:8]1[CH:16](Br)[C:15]2[C:10](=[CH:11][CH:12]=[CH:13][CH:14]=2)[C:9]1=[O:18])[C:2]1[CH:7]=[CH:6][CH:5]=[CH:4][CH:3]=1.[CH:19]1([NH2:26])[CH2:25][CH2:24][CH2:23][CH2:22][CH2:21][CH2:20]1. Product: [CH:1](=[C:8]1[CH:16]([NH:26][CH:19]2[CH2:25][CH2:24][CH2:23][CH2:22][CH2:21][CH2:20]2)[C:15]2[C:10](=[CH:11][CH:12]=[CH:13][CH:14]=2)[C:9]1=[O:18])[C:2]1[CH:7]=[CH:6][CH:5]=[CH:4][CH:3]=1. The catalyst class is: 48. (5) Reactant: [CH3:1][C:2]1[N:10]=[C:9]([Cl:11])[CH:8]=[CH:7][C:3]=1[C:4]([OH:6])=O.O[N:13]1[C:17]2[CH:18]=[CH:19][CH:20]=[CH:21][C:16]=2N=N1.C(N(CC)CC)C.CCN=C=NCCCN(C)C.C1(N)CCCCC1. Product: [Cl:11][C:9]1[CH:8]=[CH:7][C:3]([C:4]([NH:13][CH:17]2[CH2:18][CH2:19][CH2:20][CH2:21][CH2:16]2)=[O:6])=[C:2]([CH3:1])[N:10]=1. The catalyst class is: 4. (6) Reactant: [F:1][C:2]([F:30])([F:29])[C:3]([F:28])([C:8]1[CH:13]=[CH:12][C:11]([C:14]([S:16]([C:19]2[CH:20]=[C:21]3[C:25](=[CH:26][CH:27]=2)[CH2:24][CH2:23][CH2:22]3)(=[O:18])=[O:17])=[CH2:15])=[CH:10][CH:9]=1)[C:4]([F:7])([F:6])[F:5].CO[CH2:33][N:34]([CH2:40][C:41]1[CH:46]=[CH:45][CH:44]=[CH:43][CH:42]=1)[CH2:35][Si](C)(C)C. Product: [CH2:40]([N:34]1[CH2:35][CH2:15][C:14]([S:16]([C:19]2[CH:20]=[C:21]3[C:25](=[CH:26][CH:27]=2)[CH2:24][CH2:23][CH2:22]3)(=[O:18])=[O:17])([C:11]2[CH:12]=[CH:13][C:8]([C:3]([F:28])([C:2]([F:29])([F:30])[F:1])[C:4]([F:5])([F:6])[F:7])=[CH:9][CH:10]=2)[CH2:33]1)[C:41]1[CH:46]=[CH:45][CH:44]=[CH:43][CH:42]=1. The catalyst class is: 557. (7) Reactant: [CH:1]1([C:7]([CH:17]2[CH2:22][CH2:21][CH2:20][CH2:19][CH2:18]2)(O)[CH2:8][CH2:9][C:10]2[CH:15]=[CH:14][CH:13]=[CH:12][CH:11]=2)[CH2:6][CH2:5][CH2:4][CH2:3][CH2:2]1.C(N(CC)CC)C.CS(Cl)(=O)=O. Product: [CH:17]1([C:7]([CH:1]2[CH2:6][CH2:5][CH2:4][CH2:3][CH2:2]2)=[CH:8][CH2:9][C:10]2[CH:11]=[CH:12][CH:13]=[CH:14][CH:15]=2)[CH2:18][CH2:19][CH2:20][CH2:21][CH2:22]1. The catalyst class is: 4. (8) Reactant: [C:1]([C:5]1([CH3:11])[CH:9]=[CH:8][CH:7]([CH3:10])[O:6]1)([CH3:4])([CH3:3])[CH3:2]. Product: [C:1]([C:5]1([CH3:11])[CH2:9][CH2:8][CH:7]([CH3:10])[O:6]1)([CH3:4])([CH3:2])[CH3:3]. The catalyst class is: 45.